Dataset: Catalyst prediction with 721,799 reactions and 888 catalyst types from USPTO. Task: Predict which catalyst facilitates the given reaction. (1) Reactant: [Br:1][C:2]1[CH:3]=[C:4]2[C:8](=[C:9]([CH2:11][CH3:12])[CH:10]=1)[NH:7][CH:6]=[C:5]2[CH2:13][CH2:14][OH:15].B(F)(F)F.CCOCC.[C:25]([CH2:29][C:30]([O:32][CH2:33][CH3:34])=[O:31])(=O)[CH2:26][CH3:27]. Product: [CH2:33]([O:32][C:30](=[O:31])[CH2:29][C:25]1([CH2:26][CH3:27])[C:6]2[NH:7][C:8]3[C:4]([C:5]=2[CH2:13][CH2:14][O:15]1)=[CH:3][C:2]([Br:1])=[CH:10][C:9]=3[CH2:11][CH3:12])[CH3:34]. The catalyst class is: 4. (2) Reactant: [Cl:1][C:2]1[CH:7]=[CH:6][C:5]([NH:8]C(=O)C2C=CC(F)=CC=2)=[C:4]([C:18](=[O:26])[C:19]2[CH:24]=[CH:23][C:22](F)=[CH:21][CH:20]=2)[CH:3]=1.NC1C=CC(Cl)=CC=1[C:35](C1C=CC=C(OC)C=1)=[O:36].[OH-].[Na+]. Product: [NH2:8][C:5]1[CH:6]=[CH:7][C:2]([Cl:1])=[CH:3][C:4]=1[C:18]([C:19]1[CH:20]=[CH:21][C:22]([O:36][CH3:35])=[CH:23][CH:24]=1)=[O:26]. The catalyst class is: 5.